Dataset: Reaction yield outcomes from USPTO patents with 853,638 reactions. Task: Predict the reaction yield, written as a fraction of the theoretical maximum amount of product (1.0 means a 100% yield; for example, 0.34 means a 34% yield). (1) The reactants are [CH2:1]([C:3]1[CH:60]=[CH:59][C:6]([CH2:7][C:8]2[C:9]([Cl:58])=[C:10]([O:54][CH2:55][CH2:56]Cl)[C:11](Br)=[C:12]([CH:14]3[C@H:19]([O:20]CC4C=CC=CC=4)[C@@H:18]([O:28][CH2:29]C4C=CC=CC=4)[C@H:17]([O:36][CH2:37][C:38]4[CH:43]=[CH:42][CH:41]=[CH:40][CH:39]=4)[C@@H:16]([CH2:44][O:45][CH2:46]C4C=CC=CC=4)[O:15]3)[CH:13]=2)=[CH:5][CH:4]=1)[CH3:2].[CH2:61]([Li])[CH2:62][CH2:63][CH3:64]. The catalyst is C1COCC1. The product is [CH2:61]([O:20][C@@H:19]1[C@@H:18]([O:28][CH2:29][C:8]2[CH:9]=[CH:10][CH:11]=[CH:12][CH:13]=2)[C@H:17]([O:36][CH2:37][C:38]2[CH:43]=[CH:42][CH:41]=[CH:40][CH:39]=2)[C@@H:16]([CH2:44][O:45][CH2:46][C:60]2[CH:3]=[CH:4][CH:5]=[CH:6][CH:59]=2)[O:15][CH:14]1[C:12]1[C:11]2[CH2:56][CH2:55][O:54][C:10]=2[C:9]([Cl:58])=[C:8]([CH2:7][C:6]2[CH:5]=[CH:4][C:3]([CH2:1][CH3:2])=[CH:60][CH:59]=2)[CH:13]=1)[C:62]1[CH:17]=[CH:16][CH:44]=[CH:64][CH:63]=1. The yield is 0.480. (2) The reactants are [C:1]([O:5][C:6]([N:8]1[CH2:13][CH2:12][CH2:11][CH2:10][CH:9]1[CH2:14][C:15]([OH:17])=O)=[O:7])([CH3:4])([CH3:3])[CH3:2].C(N(CC)C(C)C)(C)C.CN([C:30]([O:34][N:35]1N=NC2C=CC=N[C:36]1=2)=[N+](C)C)C.F[P-](F)(F)(F)(F)F.CONC.Cl. The catalyst is CN(C=O)C. The product is [C:1]([O:5][C:6]([N:8]1[CH2:13][CH2:12][CH2:11][CH2:10][CH:9]1[CH2:14][C:15](=[O:17])[N:35]([O:34][CH3:30])[CH3:36])=[O:7])([CH3:2])([CH3:3])[CH3:4]. The yield is 0.900. (3) The reactants are [NH2:1][C:2]1[CH:3]=[C:4]([C:8]2[N:9]=[C:10]3[C:16]([C:17](=[O:22])[C:18]([CH3:21])([CH3:20])[CH3:19])=[CH:15][N:14](COCC[Si](C)(C)C)[C:11]3=[N:12][CH:13]=2)[CH:5]=[CH:6][CH:7]=1.[F-].C([N+](CCCC)(CCCC)CCCC)CCC. The catalyst is C1COCC1.C(OCC)(=O)C. The product is [NH2:1][C:2]1[CH:3]=[C:4]([C:8]2[N:9]=[C:10]3[C:16]([C:17](=[O:22])[C:18]([CH3:20])([CH3:19])[CH3:21])=[CH:15][NH:14][C:11]3=[N:12][CH:13]=2)[CH:5]=[CH:6][CH:7]=1. The yield is 0.640. (4) The reactants are [CH3:1][C:2]1[C:3]([C:11]2[S:12][CH:13]=[CH:14][CH:15]=2)=[N:4][O:5][C:6]=1[C:7]([F:10])([F:9])[F:8].[C:16](OC1C=CC=CC=1C(Cl)=O)(=[O:18])[CH3:17]. No catalyst specified. The product is [CH3:1][C:2]1[C:3]([C:11]2[S:12][C:13]([C:16](=[O:18])[CH3:17])=[CH:14][CH:15]=2)=[N:4][O:5][C:6]=1[C:7]([F:8])([F:10])[F:9]. The yield is 0.580. (5) The reactants are [CH3:1][O:2][C:3]1[CH:4]=[CH:5][C:6]([NH:11][C:12]2[C:13]3[N:14]([CH:27]=[CH:28][N:29]=3)[N:15]=[C:16]([N:18]3[CH2:23][CH2:22][CH2:21][CH:20]([C:24]([OH:26])=O)[CH2:19]3)[CH:17]=2)=[N:7][C:8]=1[O:9][CH3:10].[NH2:30][C:31]1[CH:32]=[C:33]2[C:37](=[CH:38][CH:39]=1)[C:36](=[O:40])[NH:35][C:34]2=[O:41].N1C=CC=CC=1.[ClH:48]. The catalyst is O=P(Cl)(Cl)Cl.O. The product is [ClH:48].[CH3:1][O:2][C:3]1[CH:4]=[CH:5][C:6]([NH:11][C:12]2[C:13]3[N:14]([CH:27]=[CH:28][N:29]=3)[N:15]=[C:16]([N:18]3[CH2:23][CH2:22][CH2:21][CH:20]([C:24]([NH:30][C:31]4[CH:32]=[C:33]5[C:37](=[CH:38][CH:39]=4)[C:36](=[O:40])[NH:35][C:34]5=[O:41])=[O:26])[CH2:19]3)[CH:17]=2)=[N:7][C:8]=1[O:9][CH3:10]. The yield is 0.0200.